This data is from Reaction yield outcomes from USPTO patents with 853,638 reactions. The task is: Predict the reaction yield, written as a fraction of the theoretical maximum amount of product (1.0 means a 100% yield; for example, 0.34 means a 34% yield). (1) The reactants are C[O:2][C:3](=[O:20])[CH:4]([C:9]1[CH:14]=[CH:13][C:12]([O:15][CH3:16])=[CH:11][C:10]=1[C:17]([OH:19])=[O:18])[C:5]([O:7]C)=[O:6].[OH-].[Li+]. The catalyst is CO.O. The product is [C:17]([C:10]1[CH:11]=[C:12]([O:15][CH3:16])[CH:13]=[CH:14][C:9]=1[CH:4]([C:5]([OH:7])=[O:6])[C:3]([OH:20])=[O:2])([OH:19])=[O:18]. The yield is 0.742. (2) The reactants are O[CH2:2][C:3]1[CH:12]=[N:11][C:10]2[N:9]3[CH2:13][CH2:14][CH2:15][C@H:8]3[C:7](=[O:16])[NH:6][C:5]=2[CH:4]=1.Cl.[F:18][C:19]1[CH:20]=[C:21]([CH:26]=[CH:27][C:28]=1[N:29]1[CH2:34][CH2:33][NH:32][CH2:31][CH2:30]1)[C:22]([NH:24][CH3:25])=[O:23].[I-].C(C[P+](C)(C)C)#N.C(N(CC)C(C)C)(C)C. The catalyst is C(#N)CC. The product is [F:18][C:19]1[CH:20]=[C:21]([CH:26]=[CH:27][C:28]=1[N:29]1[CH2:30][CH2:31][N:32]([CH2:2][C:3]2[CH:12]=[N:11][C:10]3[N:9]4[CH2:13][CH2:14][CH2:15][C@H:8]4[C:7](=[O:16])[NH:6][C:5]=3[CH:4]=2)[CH2:33][CH2:34]1)[C:22]([NH:24][CH3:25])=[O:23]. The yield is 0.642. (3) The reactants are [C:1]([N:8]1[CH2:13][CH2:12][NH:11][CH2:10][CH2:9]1)([O:3][C:4]([CH3:7])([CH3:6])[CH3:5])=[O:2].[N:14]1[CH:19]=[CH:18][CH:17]=[C:16]([CH2:20][C:21](O)=[O:22])[CH:15]=1.C1C=CC2N(O)N=NC=2C=1.CCN=C=NCCCN(C)C. The product is [C:1]([N:8]1[CH2:9][CH2:10][N:11]([C:21](=[O:22])[CH2:20][C:16]2[CH:15]=[N:14][CH:19]=[CH:18][CH:17]=2)[CH2:12][CH2:13]1)([O:3][C:4]([CH3:7])([CH3:6])[CH3:5])=[O:2]. The yield is 0.690. The catalyst is CN(C=O)C.O.C(OCC)(=O)C. (4) The reactants are [O:1]1[CH2:5][CH2:4][CH:3]([O:6][CH:7]([C:9]2[CH:18]=[CH:17][C:12]([C:13]([O:15]C)=[O:14])=[CH:11][CH:10]=2)[CH3:8])[CH2:2]1.O.[OH-].[Li+].Cl. The catalyst is CO.O. The product is [O:1]1[CH2:5][CH2:4][CH:3]([O:6][CH:7]([C:9]2[CH:18]=[CH:17][C:12]([C:13]([OH:15])=[O:14])=[CH:11][CH:10]=2)[CH3:8])[CH2:2]1. The yield is 0.890. (5) The reactants are Br[C:2]1[CH:10]=[C:9]2[C:5]([C:6]([C:17]#[N:18])=[N:7][N:8]2[CH:11]2[CH2:16][CH2:15][CH2:14][CH2:13][O:12]2)=[CH:4][CH:3]=1.[CH2:19]([C:21]1[CH:26]=[C:25]([O:27][CH2:28][O:29][CH2:30][CH2:31][Si:32]([CH3:35])([CH3:34])[CH3:33])[C:24]([F:36])=[CH:23][C:22]=1B1OC(C)(C)C(C)(C)O1)[CH3:20].P([O-])([O-])([O-])=O.[K+].[K+].[K+]. The catalyst is O1CCOCC1.O.[Pd].C1(P(C2C=CC=CC=2)C2C=CC=CC=2)C=CC=CC=1.C1(P(C2C=CC=CC=2)C2C=CC=CC=2)C=CC=CC=1.C1(P(C2C=CC=CC=2)C2C=CC=CC=2)C=CC=CC=1.C1(P(C2C=CC=CC=2)C2C=CC=CC=2)C=CC=CC=1. The product is [CH2:19]([C:21]1[CH:26]=[C:25]([O:27][CH2:28][O:29][CH2:30][CH2:31][Si:32]([CH3:33])([CH3:35])[CH3:34])[C:24]([F:36])=[CH:23][C:22]=1[C:2]1[CH:10]=[C:9]2[C:5]([C:6]([C:17]#[N:18])=[N:7][N:8]2[CH:11]2[CH2:16][CH2:15][CH2:14][CH2:13][O:12]2)=[CH:4][CH:3]=1)[CH3:20]. The yield is 0.810. (6) The product is [OH:1][C:2]1[CH:15]=[CH:14][C:5]([CH2:6][CH:7]2[S:11][C:10](=[O:12])[NH:9][C:8]2=[O:13])=[CH:4][CH:3]=1. The yield is 0.850. The catalyst is C(O)(=O)C.[Pd]. The reactants are [OH:1][C:2]1[CH:15]=[CH:14][C:5]([CH:6]=[C:7]2[S:11][C:10](=[O:12])[NH:9][C:8]2=[O:13])=[CH:4][CH:3]=1.C([O-])=O.[NH4+].